This data is from Full USPTO retrosynthesis dataset with 1.9M reactions from patents (1976-2016). The task is: Predict the reactants needed to synthesize the given product. (1) Given the product [O:43]=[C:33]1[CH2:32][CH2:31][C:30](=[O:44])[N:34]1[O:15][C:14](=[O:16])[CH2:13][O:12][C:8]1[CH:9]=[CH:10][C:11]2[C:2]([CH3:1])=[CH:3][C:4](=[O:17])[O:5][C:6]=2[CH:7]=1, predict the reactants needed to synthesize it. The reactants are: [CH3:1][C:2]1[C:11]2[C:6](=[CH:7][C:8]([O:12][CH2:13][C:14]([OH:16])=[O:15])=[CH:9][CH:10]=2)[O:5][C:4](=[O:17])[CH:3]=1.C(N(CC)CC)C.F[B-](F)(F)F.[C:30]1(=[O:44])[N:34](OC(N(C)C)=[N+](C)C)[C:33](=[O:43])[CH2:32][CH2:31]1. (2) The reactants are: [CH3:1][C:2]([OH:41])([C:4]1[CH:5]=[CH:6][CH:7]=[CH:8][C:9]=1[CH2:10][CH2:11][C@@H:12]([S:32][CH2:33][C:34]1([CH2:37][C:38]([OH:40])=[O:39])[CH2:36][CH2:35]1)[C:13]1[CH:14]=[CH:15][CH:16]=[C:17](/[CH:19]=[CH:20]/[C:21]2[CH:22]=[CH:23][C:24]3[CH:25]=[CH:26][C:27]([Cl:31])=[CH:28][C:29]=3[N:30]=2)[CH:18]=1)[CH3:3].[CH:42]1([NH:48][CH:49]2[CH2:54][CH2:53][CH2:52][CH2:51][CH2:50]2)[CH2:47][CH2:46][CH2:45][CH2:44][CH2:43]1. Given the product [CH3:3][C:2]([OH:41])([C:4]1[C:9]([CH2:10][CH2:11][C@@H:12]([S:32][CH2:33][C:34]2([CH2:37][C:38]([OH:40])=[O:39])[CH2:35][CH2:36]2)[C:13]2[CH:18]=[C:17](/[CH:19]=[CH:20]/[C:21]3[CH:22]=[CH:23][C:24]4[CH:25]=[CH:26][C:27]([Cl:31])=[CH:28][C:29]=4[N:30]=3)[CH:16]=[CH:15][CH:14]=2)=[CH:8][CH:7]=[CH:6][CH:5]=1)[CH3:1].[CH2:52]1[CH2:53][CH2:54][CH:49]([NH:48][CH:42]2[CH2:47][CH2:46][CH2:45][CH2:44][CH2:43]2)[CH2:50][CH2:51]1, predict the reactants needed to synthesize it. (3) The reactants are: [N:1]1[CH:9]=[C:8]2[C:4]([N:5]=[CH:6][NH:7]2)=[N:3][CH:2]=1.ClC1N=CN=C2C=1NC=N2.[NH2:20][C:21]1[CH:26]=[CH:25][CH:24]=[CH:23][CH:22]=1.C([O-])([O-])=O.[K+].[K+]. Given the product [C:21]1([NH:20][C:9]2[N:1]=[CH:2][N:3]=[C:4]3[C:8]=2[N:7]=[CH:6][NH:5]3)[CH:26]=[CH:25][CH:24]=[CH:23][CH:22]=1, predict the reactants needed to synthesize it. (4) Given the product [CH:8]([C:11]1[NH:12][C:13]([C:33]2[CH:38]=[CH:37][CH:36]=[C:35]([CH3:39])[N:34]=2)=[C:14]([C:16]2[CH:17]=[C:18]([C:22]3[CH:23]=[C:24]4[C:29](=[CH:30][CH:31]=3)[S:28](=[O:1])[CH2:27][CH2:26][C:25]4=[O:32])[CH:19]=[CH:20][CH:21]=2)[N:15]=1)([CH3:10])[CH3:9], predict the reactants needed to synthesize it. The reactants are: [OH2:1].I([O-])(=O)(=O)=O.[Na+].[CH:8]([C:11]1[NH:12][C:13]([C:33]2[CH:38]=[CH:37][CH:36]=[C:35]([CH3:39])[N:34]=2)=[C:14]([C:16]2[CH:17]=[C:18]([C:22]3[CH:23]=[C:24]4[C:29](=[CH:30][CH:31]=3)[S:28][CH2:27][CH2:26][C:25]4=[O:32])[CH:19]=[CH:20][CH:21]=2)[N:15]=1)([CH3:10])[CH3:9]. (5) Given the product [CH2:18]([N:3]([CH2:1][CH3:2])[C:4](=[O:17])[C:5]1[CH:10]=[CH:9][C:8]([O:11][Si:30]([C:33]([CH3:36])([CH3:35])[CH3:34])([CH3:32])[CH3:31])=[CH:7][C:6]=1[O:12][C:13]([F:14])([F:16])[F:15])[CH3:19], predict the reactants needed to synthesize it. The reactants are: [CH2:1]([N:3]([CH2:18][CH3:19])[C:4](=[O:17])[C:5]1[CH:10]=[CH:9][C:8]([OH:11])=[CH:7][C:6]=1[O:12][C:13]([F:16])([F:15])[F:14])[CH3:2].C(N(C(C)C)CC)(C)C.Cl[Si:30]([C:33]([CH3:36])([CH3:35])[CH3:34])([CH3:32])[CH3:31]. (6) Given the product [CH3:17][O:15][C:14]([CH:6]1[CH2:7][C:8]2[C:13](=[CH:12][CH:11]=[CH:10][CH:9]=2)[NH:5]1)=[O:16], predict the reactants needed to synthesize it. The reactants are: S(Cl)(Cl)=O.[NH:5]1[C:13]2[C:8](=[CH:9][CH:10]=[CH:11][CH:12]=2)[CH2:7][CH:6]1[C:14]([OH:16])=[O:15].[CH3:17]O. (7) Given the product [CH2:20]([C:5]1[C:6]2[N:10]=[CH:9][N:8]([C:11]([O:13][C:14]([CH3:15])([CH3:16])[CH3:17])=[O:12])[C:7]=2[CH:18]=[CH:19][C:4]=1[N+:1]([O-:3])=[O:2])[CH3:21], predict the reactants needed to synthesize it. The reactants are: [N+:1]([C:4]1[CH:19]=[CH:18][C:7]2[N:8]([C:11]([O:13][C:14]([CH3:17])([CH3:16])[CH3:15])=[O:12])[CH:9]=[N:10][C:6]=2[CH:5]=1)([O-:3])=[O:2].[CH3:20][CH2:21][Mg+].[Br-].C(C1C(=O)C(Cl)=C(Cl)C(=O)C=1C#N)#N. (8) Given the product [Cl:1][C:2]1[N:7]=[C:6]([Cl:8])[CH:5]=[C:4]([CH:10]([CH3:12])[CH3:11])[N:3]=1, predict the reactants needed to synthesize it. The reactants are: [Cl:1][C:2]1[N:7]=[C:6]([Cl:8])[CH:5]=[C:4](Cl)[N:3]=1.[CH:10]([Mg]Cl)([CH3:12])[CH3:11]. (9) Given the product [C:1]([NH:5][C:6]1[C:7]([NH:32][CH3:31])=[N:8][C:9]2[C:14]([N:15]=1)=[C:13]([C:16]1[NH:24][C:23]3[CH2:22][CH2:21][NH:20][C:19](=[O:25])[C:18]=3[CH:17]=1)[CH:12]=[CH:11][CH:10]=2)([CH3:4])([CH3:3])[CH3:2], predict the reactants needed to synthesize it. The reactants are: [C:1]([NH:5][C:6]1[C:7](F)=[N:8][C:9]2[C:14]([N:15]=1)=[C:13]([C:16]1[NH:24][C:23]3[CH2:22][CH2:21][NH:20][C:19](=[O:25])[C:18]=3[CH:17]=1)[CH:12]=[CH:11][CH:10]=2)([CH3:4])([CH3:3])[CH3:2].Cl.CN.C[CH2:31][N:32](C(C)C)C(C)C. (10) Given the product [CH:13]1([CH2:16][CH2:17][NH:18][C:19]([C:21]2[N:22]=[N:23][C:24]([N:27]3[CH2:32][CH2:31][N:30]([C:8]([C:7]4[CH:6]=[CH:5][O:4][C:3]=4[C:2]([F:1])([F:12])[F:11])=[O:10])[CH2:29][CH2:28]3)=[CH:25][CH:26]=2)=[O:20])[CH2:15][CH2:14]1, predict the reactants needed to synthesize it. The reactants are: [F:1][C:2]([F:12])([F:11])[C:3]1[O:4][CH:5]=[CH:6][C:7]=1[C:8]([OH:10])=O.[CH:13]1([CH2:16][CH2:17][NH:18][C:19]([C:21]2[N:22]=[N:23][C:24]([N:27]3[CH2:32][CH2:31][NH:30][CH2:29][CH2:28]3)=[CH:25][CH:26]=2)=[O:20])[CH2:15][CH2:14]1.